This data is from Full USPTO retrosynthesis dataset with 1.9M reactions from patents (1976-2016). The task is: Predict the reactants needed to synthesize the given product. (1) Given the product [F:1][C:2]1[CH:3]=[C:4]([CH3:13])[CH:5]=[C:6]2[C:10]=1[NH:9][CH:8]=[CH:7]2, predict the reactants needed to synthesize it. The reactants are: [F:1][C:2]1[CH:3]=[C:4]([CH3:13])[CH:5]=[C:6]2[C:10]=1[NH:9][C:8](=O)[C:7]2=O.[H-].[H-].[H-].[H-].[Li+].[Al+3].[OH-].[Na+]. (2) Given the product [CH3:1][N:2]([CH3:23])[C:3]([CH:5]1[CH2:6][CH2:7][N:8]([S:11]([C:14]2[CH:15]=[CH:16][C:17]([NH2:20])=[CH:18][CH:19]=2)(=[O:13])=[O:12])[CH2:9][CH2:10]1)=[O:4], predict the reactants needed to synthesize it. The reactants are: [CH3:1][N:2]([CH3:23])[C:3]([CH:5]1[CH2:10][CH2:9][N:8]([S:11]([C:14]2[CH:19]=[CH:18][C:17]([N+:20]([O-])=O)=[CH:16][CH:15]=2)(=[O:13])=[O:12])[CH2:7][CH2:6]1)=[O:4].C(O)C.[Cl-].[NH4+]. (3) Given the product [F:1][C:2]1[CH:3]=[CH:4][C:5]([C:36]2[C:37]([CH3:51])=[CH:38][C:39]([O:40][CH:41]3[CH2:45][CH2:44][C:43]([OH:46])([CH3:47])[CH2:42]3)=[CH:48][C:49]=2[CH3:50])=[C:6]2[C:10]=1[C@H:9]([O:11][C:12]1[CH:25]=[CH:24][C:15]3[C@H:16]([CH2:19][C:20]([O:22][CH3:23])=[O:21])[CH2:17][O:18][C:14]=3[CH:13]=1)[CH2:8][CH2:7]2, predict the reactants needed to synthesize it. The reactants are: [F:1][C:2]1[CH:3]=[CH:4][C:5](B2OC(C)(C)C(C)(C)O2)=[C:6]2[C:10]=1[C@H:9]([O:11][C:12]1[CH:25]=[CH:24][C:15]3[C@H:16]([CH2:19][C:20]([O:22][CH3:23])=[O:21])[CH2:17][O:18][C:14]=3[CH:13]=1)[CH2:8][CH2:7]2.Br[C:36]1[C:49]([CH3:50])=[CH:48][C:39]([O:40][CH:41]2[CH2:45][CH2:44][C:43]([CH3:47])([OH:46])[CH2:42]2)=[CH:38][C:37]=1[CH3:51].BrC1C=CC(F)=C2C=1CC[C@H]2OC1C=CC2[C@H](CC(OC)=O)COC=2C=1.